This data is from Reaction yield outcomes from USPTO patents with 853,638 reactions. The task is: Predict the reaction yield, written as a fraction of the theoretical maximum amount of product (1.0 means a 100% yield; for example, 0.34 means a 34% yield). (1) The reactants are I[C:2]1[CH:3]=[C:4]([CH:7]=[CH:8][C:9]=1[N+:10]([O-:12])=[O:11])[C:5]#[N:6].C(=O)=O.C(O)(C)C.C1([Mg]Br)C=CC=CC=1.[CH:28](=[O:32])[CH:29]([CH3:31])[CH3:30]. The catalyst is O1CCCC1. The product is [C:5]([C:4]1[CH:7]=[CH:8][C:9]([N+:10]([O-:12])=[O:11])=[C:2]([CH:28]([OH:32])[CH:29]([CH3:31])[CH3:30])[CH:3]=1)#[N:6]. The yield is 0.230. (2) The reactants are [C:1]([C:3]1[C:8]2[S:9][CH:10]=[CH:11][C:7]=2[C:6]([NH:12][C@H:13]([C@H:26]([OH:28])[CH3:27])[C:14]([NH:16][NH:17][C:18](=O)[C:19]2[CH:24]=[CH:23][CH:22]=[CH:21][CH:20]=2)=[O:15])=[CH:5][CH:4]=1)#[N:2].CCN(P1(N(C)CCCN1C)=NC(C)(C)C)CC.CO. The catalyst is C1COCC1. The product is [OH:28][C@H:26]([CH3:27])[C@@H:13]([NH:12][C:6]1[C:7]2[CH:11]=[CH:10][S:9][C:8]=2[C:3]([C:1]#[N:2])=[CH:4][CH:5]=1)[C:14]1[O:15][C:18]([C:19]2[CH:20]=[CH:21][CH:22]=[CH:23][CH:24]=2)=[N:17][N:16]=1. The yield is 0.430. (3) The catalyst is CC#N.CCOC(C)=O. The product is [C:20]([NH:8][CH2:9][CH2:10][NH:11][C:12](=[O:19])[C:13]1[CH:18]=[CH:17][CH:16]=[N:15][CH:14]=1)(=[O:40])[CH2:21][CH2:22][CH2:23]/[CH:24]=[CH:25]\[CH2:26]/[CH:27]=[CH:28]\[CH2:29]/[CH:30]=[CH:31]\[CH2:32]/[CH:33]=[CH:34]\[CH2:35]/[CH:36]=[CH:37]\[CH2:38][CH3:39]. The reactants are C(O)(C(F)(F)F)=O.[NH2:8][CH2:9][CH2:10][NH:11][C:12](=[O:19])[C:13]1[CH:18]=[CH:17][CH:16]=[N:15][CH:14]=1.[C:20](O)(=[O:40])[CH2:21][CH2:22][CH2:23]/[CH:24]=[CH:25]\[CH2:26]/[CH:27]=[CH:28]\[CH2:29]/[CH:30]=[CH:31]\[CH2:32]/[CH:33]=[CH:34]\[CH2:35]/[CH:36]=[CH:37]\[CH2:38][CH3:39].CN(C(ON1N=NC2C=CC=NC1=2)=[N+](C)C)C.F[P-](F)(F)(F)(F)F.CCN(C(C)C)C(C)C. The yield is 0.620. (4) The reactants are C([O:4][CH:5]1[CH2:9][CH2:8][CH2:7][C:6]1([C:11]#[CH:12])[OH:10])(=O)C.[OH-].[Na+].Cl. The catalyst is CO.O. The product is [C:11]([C:6]1([OH:10])[CH2:7][CH2:8][CH2:9][CH:5]1[OH:4])#[CH:12]. The yield is 0.780.